This data is from Full USPTO retrosynthesis dataset with 1.9M reactions from patents (1976-2016). The task is: Predict the reactants needed to synthesize the given product. (1) Given the product [C:1]([O:5][C:6](=[O:7])[NH:8][C@@H:9]([CH2:13][C:14]1[CH:19]=[C:18]([F:20])[CH:17]=[C:16]([F:21])[CH:15]=1)[C:10]([Cl:25])=[O:11])([CH3:4])([CH3:3])[CH3:2], predict the reactants needed to synthesize it. The reactants are: [C:1]([O:5][C:6]([NH:8][C@@H:9]([CH2:13][C:14]1[CH:19]=[C:18]([F:20])[CH:17]=[C:16]([F:21])[CH:15]=1)[C:10](O)=[O:11])=[O:7])([CH3:4])([CH3:3])[CH3:2].C(Cl)(=O)C([Cl:25])=O. (2) Given the product [CH3:34][O:33][C:29]1[N:28]=[C:27]([N:10]2[CH2:16][CH2:15][CH2:14][C:13]3[O:17][C:18]([C:20]4[CH:25]=[CH:24][CH:23]=[CH:22][N:21]=4)=[N:19][C:12]=3[CH2:11]2)[CH:32]=[CH:31][CH:30]=1, predict the reactants needed to synthesize it. The reactants are: FC1C=C(C=C([N:10]2[CH2:16][CH2:15][CH2:14][C:13]3[O:17][C:18]([C:20]4[CH:25]=[CH:24][CH:23]=[CH:22][N:21]=4)=[N:19][C:12]=3[CH2:11]2)C=1)C#N.Br[C:27]1[CH:32]=[CH:31][CH:30]=[C:29]([O:33][CH3:34])[N:28]=1. (3) Given the product [ClH:1].[CH3:13][N:14]1[C:23]2[CH:22]=[CH:21][CH:20]=[C:19]3[C@@H:24]4[CH2:29][N:28]([CH2:2][CH2:3][CH2:4][C:5]([C:7]5[CH:12]=[CH:11][N:10]=[CH:9][CH:8]=5)=[O:6])[CH2:27][CH2:26][C@@H:25]4[N:17]([C:18]=23)[CH2:16][CH2:15]1, predict the reactants needed to synthesize it. The reactants are: [Cl:1][CH2:2][CH2:3][CH2:4][C:5]([C:7]1[CH:12]=[CH:11][N:10]=[CH:9][CH:8]=1)=[O:6].[CH3:13][N:14]1[C:23]2[CH:22]=[CH:21][CH:20]=[C:19]3[CH:24]4[CH2:29][NH:28][CH2:27][CH2:26][CH:25]4[N:17]([C:18]=23)[CH2:16][CH2:15]1.N.